Binary Classification. Given a drug SMILES string, predict its activity (active/inactive) in a high-throughput screening assay against a specified biological target. From a dataset of HIV replication inhibition screening data with 41,000+ compounds from the AIDS Antiviral Screen. (1) The drug is O=S(=O)(CCn1c(Sc2ccccc2)c(Sc2ccccc2)c2ccccc21)c1ccccc1. The result is 0 (inactive). (2) The compound is CN1c2ccccc2C(=O)NC12CCN(CC1COc3ccccc3O1)CC2. The result is 0 (inactive). (3) The molecule is O=C(NCCCCl)c1c(O)nc2ccccc2c1O. The result is 0 (inactive). (4) The drug is CCNC1=Nc2ccc(Cl)cc2C(c2ccccc2)=NN1. The result is 0 (inactive). (5) The molecule is Nc1c(Cl)ncnc1Nc1ccc(Cc2ccc(Nc3ncnc(Cl)c3N)cc2)cc1. The result is 0 (inactive). (6) The result is 1 (active). The drug is COc1cc(N=Nc2cc(S(=O)(=O)O)c3cccnc3c2O)ccc1-c1ccc(N=Nc2cc(S(=O)(=O)O)c3cccnc3c2O)cc1OC.[NaH]. (7) The compound is Br.CCN(CC)C(C)(C)C(=O)C=Cc1ccc(C)cc1. The result is 0 (inactive). (8) The drug is CCCCc1c2c(nc3c1CCC(=Cc1ccc([N+](=O)[O-])cc1)C3=O)CCCC2. The result is 0 (inactive).